Dataset: Reaction yield outcomes from USPTO patents with 853,638 reactions. Task: Predict the reaction yield, written as a fraction of the theoretical maximum amount of product (1.0 means a 100% yield; for example, 0.34 means a 34% yield). (1) The catalyst is O1CCOCC1. The yield is 0.630. The reactants are Cl[C:2]1[N:3]=[C:4]([N:21]2[CH2:26][CH2:25][O:24][CH2:23][CH2:22]2)[C:5]2[S:10][C:9]([CH2:11][N:12]3[CH2:17][CH2:16][CH:15]([N:18]([CH3:20])[CH3:19])[CH2:14][CH2:13]3)=[CH:8][C:6]=2[N:7]=1.[N:27]1[C:31]2[CH:32]=[CH:33][CH:34]=[CH:35][C:30]=2[NH:29][CH:28]=1.Cl. The product is [N:27]1([C:2]2[N:3]=[C:4]([N:21]3[CH2:22][CH2:23][O:24][CH2:25][CH2:26]3)[C:5]3[S:10][C:9]([CH2:11][N:12]4[CH2:13][CH2:14][CH:15]([N:18]([CH3:20])[CH3:19])[CH2:16][CH2:17]4)=[CH:8][C:6]=3[N:7]=2)[C:31]2[CH:32]=[CH:33][CH:34]=[CH:35][C:30]=2[N:29]=[CH:28]1. (2) The catalyst is C1COCC1. The reactants are [NH2:1][C:2]1[C:3]([O:20][CH3:21])=[C:4]([CH:14]([OH:19])[C:15]([F:18])([F:17])[F:16])[CH:5]=[C:6]([N:8]2[CH2:13][CH2:12][O:11][CH2:10][CH2:9]2)[CH:7]=1.Cl[C:23]([O:25][CH2:26][C:27]([Cl:30])([Cl:29])[Cl:28])=[O:24].C(N(CC)C(C)C)(C)C.O. The yield is 0.930. The product is [CH3:21][O:20][C:3]1[C:4]([CH:14]([OH:19])[C:15]([F:18])([F:16])[F:17])=[CH:5][C:6]([N:8]2[CH2:13][CH2:12][O:11][CH2:10][CH2:9]2)=[CH:7][C:2]=1[NH:1][C:23](=[O:24])[O:25][CH2:26][C:27]([Cl:30])([Cl:29])[Cl:28]. (3) The yield is 0.810. The reactants are [CH3:1][CH:2]([CH3:18])[CH2:3][C:4](=[O:17])[CH2:5][N:6]1C(=O)C2C(=CC=CC=2)C1=O.[ClH:19]. The product is [ClH:19].[NH2:6][CH2:5][C:4](=[O:17])[CH2:3][CH:2]([CH3:18])[CH3:1]. The catalyst is C(O)(=O)C.O. (4) The reactants are [C:1]([C:6]1[S:10][C:9]([NH:11][C:12]([C:14]2[CH:19]=[CH:18][N:17]=[C:16]([CH2:20][Cl:21])[CH:15]=2)=[O:13])=[N:8][C:7]=1[C:22]1[O:23][CH:24]=[CH:25][CH:26]=1)(=[O:5])[CH2:2][CH2:3][CH3:4].[H-].[Na+].C(OCC)(=O)C.Cl.[CH3:36][N:37]([CH3:41])[CH2:38][CH2:39][OH:40]. No catalyst specified. The product is [ClH:21].[C:1]([C:6]1[S:10][C:9]([NH:11][C:12]([C:14]2[CH:19]=[CH:18][N:17]=[C:16]([CH2:20][O:40][CH2:39][CH2:38][N:37]([CH3:41])[CH3:36])[CH:15]=2)=[O:13])=[N:8][C:7]=1[C:22]1[O:23][CH:24]=[CH:25][CH:26]=1)(=[O:5])[CH2:2][CH2:3][CH3:4]. The yield is 0.820. (5) The reactants are Br[C:2]1[CH:3]=[C:4]([CH:7]=[CH:8][C:9]=1[O:10][C:11]1[CH:12]=[N:13][C:14]([O:18][CH:19]([CH3:21])[CH3:20])=[C:15]([Cl:17])[CH:16]=1)[C:5]#[N:6].[CH3:22][O:23][C:24]1[C:29](B(O)O)=[CH:28][CH:27]=[CH:26][N:25]=1.C(=O)([O-])[O-].[Na+].[Na+]. The catalyst is O1CCOCC1.C1C=CC([P]([Pd]([P](C2C=CC=CC=2)(C2C=CC=CC=2)C2C=CC=CC=2)([P](C2C=CC=CC=2)(C2C=CC=CC=2)C2C=CC=CC=2)[P](C2C=CC=CC=2)(C2C=CC=CC=2)C2C=CC=CC=2)(C2C=CC=CC=2)C2C=CC=CC=2)=CC=1. The product is [Cl:17][C:15]1[CH:16]=[C:11]([O:10][C:9]2[CH:8]=[CH:7][C:4]([C:5]#[N:6])=[CH:3][C:2]=2[C:29]2[C:24]([O:23][CH3:22])=[N:25][CH:26]=[CH:27][CH:28]=2)[CH:12]=[N:13][C:14]=1[O:18][CH:19]([CH3:21])[CH3:20]. The yield is 0.600. (6) The reactants are [Mg].Br[C:3]1[C:4]([F:12])=[CH:5][C:6]([F:11])=[C:7]([O:9][CH3:10])[CH:8]=1.[C:13](OCC)(=[O:19])[C:14]([O:16][CH2:17][CH3:18])=[O:15].[Cl-].[NH4+]. The catalyst is C1COCC1.O. The product is [F:12][C:4]1[CH:5]=[C:6]([F:11])[C:7]([O:9][CH3:10])=[CH:8][C:3]=1[C:13](=[O:19])[C:14]([O:16][CH2:17][CH3:18])=[O:15]. The yield is 0.150.